This data is from Peptide-MHC class I binding affinity with 185,985 pairs from IEDB/IMGT. The task is: Regression. Given a peptide amino acid sequence and an MHC pseudo amino acid sequence, predict their binding affinity value. This is MHC class I binding data. (1) The peptide sequence is ITNRNILKPL. The MHC is H-2-Db with pseudo-sequence H-2-Db. The binding affinity (normalized) is 0.198. (2) The peptide sequence is GTEYRLTLY. The MHC is HLA-A68:02 with pseudo-sequence HLA-A68:02. The binding affinity (normalized) is 0.0847.